From a dataset of Cav3 T-type calcium channel HTS with 100,875 compounds. Binary Classification. Given a drug SMILES string, predict its activity (active/inactive) in a high-throughput screening assay against a specified biological target. (1) The compound is FC(F)(F)C1(Nc2ncccn2)c2c(NC1=O)n(c(=O)[nH]c2=O)c1ccccc1. The result is 0 (inactive). (2) The drug is O(C(=O)N1CCN(CC1)C(=O)c1cc(NC(=O)c2occc2)ccc1)CC. The result is 0 (inactive). (3) The drug is s1c(c2onc(C(=O)Nc3c(n(nc3C)Cc3ccccc3)C)c2)ccc1. The result is 1 (active). (4) The drug is S(=O)(=O)(N1C(Cc2c(C1)cccc2)C(=O)N1CCCCCC1)c1ccc(F)cc1. The result is 0 (inactive). (5) The drug is O=C(N1CCN(CC1)Cc1cc2OCOc2cc1)c1cc2[nH]c(=O)n(CCCCC)c(=O)c2cc1. The result is 0 (inactive).